This data is from Forward reaction prediction with 1.9M reactions from USPTO patents (1976-2016). The task is: Predict the product of the given reaction. (1) Given the reactants [CH:1]1([NH:4][C:5]([C:7]2[C:8]3[CH2:9][CH2:10][C:11]4([NH:20][C:21]=3[C:22]3[N:27]=[C:26]([CH3:28])[N:25]([CH3:29])[C:23]=3[CH:24]=2)[CH2:19][C:18]2[C:13](=[CH:14][CH:15]=[CH:16][CH:17]=2)[CH2:12]4)=[O:6])[CH2:3][CH2:2]1.[CH3:30][S:31]([OH:34])(=[O:33])=[O:32], predict the reaction product. The product is: [CH3:30][S:31]([OH:34])(=[O:33])=[O:32].[CH:1]1([NH:4][C:5]([C:7]2[C:8]3[CH2:9][CH2:10][C:11]4([NH:20][C:21]=3[C:22]3[N:27]=[C:26]([CH3:28])[N:25]([CH3:29])[C:23]=3[CH:24]=2)[CH2:19][C:18]2[C:13](=[CH:14][CH:15]=[CH:16][CH:17]=2)[CH2:12]4)=[O:6])[CH2:2][CH2:3]1. (2) Given the reactants F[C:2]1[CH:11]=[C:10]2[C:5]([C:6](=[O:12])[NH:7][CH:8]=[N:9]2)=[CH:4][CH:3]=1.[NH:13]1[CH2:18][CH2:17][O:16][CH2:15][CH2:14]1, predict the reaction product. The product is: [N:13]1([C:2]2[CH:11]=[C:10]3[C:5]([C:6](=[O:12])[NH:7][CH:8]=[N:9]3)=[CH:4][CH:3]=2)[CH2:18][CH2:17][O:16][CH2:15][CH2:14]1. (3) Given the reactants [Br:1][C:2]1[CH:3]=[CH:4][C:5]([O:18][CH2:19][CH:20]([F:22])[F:21])=[C:6]([CH:17]=1)[CH2:7][CH:8](C(OC)=O)[C:9]([O:11][CH3:12])=[O:10].[Cl-].[Li+].O, predict the reaction product. The product is: [Br:1][C:2]1[CH:3]=[CH:4][C:5]([O:18][CH2:19][CH:20]([F:21])[F:22])=[C:6]([CH2:7][CH2:8][C:9]([O:11][CH3:12])=[O:10])[CH:17]=1. (4) Given the reactants [OH:1][C@H:2]([CH3:15])[CH2:3][N:4]1[CH:8]=[C:7]([C:9]([O:11]CC)=[O:10])[N:6]=[C:5]1[CH3:14].[OH-].[Na+].Cl, predict the reaction product. The product is: [OH:1][C@H:2]([CH3:15])[CH2:3][N:4]1[CH:8]=[C:7]([C:9]([OH:11])=[O:10])[N:6]=[C:5]1[CH3:14]. (5) Given the reactants [NH2:1][C@@H:2]([CH3:20])[CH2:3][O:4][C:5]1[CH:6]=[C:7]([C:12]2[CH:17]=[C:16]([CH:18]=[CH2:19])[CH:15]=[CH:14][N:13]=2)[C:8]([Cl:11])=[N:9][CH:10]=1.O.[C:22]1([CH3:32])[CH:27]=[CH:26][C:25]([S:28]([OH:31])(=[O:30])=[O:29])=[CH:24][CH:23]=1.C(OCC)C, predict the reaction product. The product is: [C:22]1([CH3:32])[CH:23]=[CH:24][C:25]([S:28]([OH:31])(=[O:29])=[O:30])=[CH:26][CH:27]=1.[NH2:1][C@@H:2]([CH3:20])[CH2:3][O:4][C:5]1[CH:6]=[C:7]([C:12]2[CH:17]=[C:16]([CH:18]=[CH2:19])[CH:15]=[CH:14][N:13]=2)[C:8]([Cl:11])=[N:9][CH:10]=1.